This data is from Catalyst prediction with 721,799 reactions and 888 catalyst types from USPTO. The task is: Predict which catalyst facilitates the given reaction. (1) Reactant: [OH:1][C:2]1[CH:7]=[C:6]([CH3:8])[O:5][C:4](=[O:9])[CH:3]=1.C(N(CC)CC)C.Br[CH:18]([CH2:21][CH2:22][CH2:23][CH3:24])[CH2:19][CH3:20].ClCCl.CO. Product: [CH2:19]([CH:18]([O:1][C:2]1[CH:7]=[C:6]([CH3:8])[O:5][C:4](=[O:9])[CH:3]=1)[CH2:21][CH2:22][CH2:23][CH3:24])[CH3:20]. The catalyst class is: 10. (2) Reactant: CI.[C:3]([C:7]1[CH:8]=[C:9]([C:25](=[O:27])[CH3:26])[CH:10]=[C:11]([N:15]2[CH2:19][C@@H:18]([O:20][CH2:21][O:22][CH3:23])[C@H:17]([OH:24])[CH2:16]2)[C:12]=1[O:13][CH3:14])([CH3:6])([CH3:5])[CH3:4].[C:28]1(C)C=CC=CC=1.C(OCC)(=O)C. Product: [C:3]([C:7]1[CH:8]=[C:9]([C:25](=[O:27])[CH3:26])[CH:10]=[C:11]([N:15]2[CH2:19][C@@H:18]([O:20][CH2:21][O:22][CH3:23])[C@H:17]([O:24][CH3:28])[CH2:16]2)[C:12]=1[O:13][CH3:14])([CH3:6])([CH3:4])[CH3:5]. The catalyst class is: 568.